Predict the product of the given reaction. From a dataset of Forward reaction prediction with 1.9M reactions from USPTO patents (1976-2016). (1) Given the reactants [OH:1][C:2]1[CH:10]=[CH:9][C:8]([OH:11])=[CH:7][C:3]=1[C:4]([OH:6])=[O:5].C(=O)([O-])[O-].[Cs+:16].[Cs+].CC(C)=O, predict the reaction product. The product is: [OH:1][C:2]1[CH:10]=[CH:9][C:8]([OH:11])=[CH:7][C:3]=1[C:4]([O-:6])=[O:5].[Cs+:16]. (2) Given the reactants [CH2:1]([NH2:6])[CH2:2][CH2:3][CH2:4][NH2:5].[C:7]([OH:11])(=[O:10])[CH:8]=[CH2:9].[C:12]([OH:16])(=[O:15])[CH:13]=[CH2:14].[C:17]([OH:21])(=[O:20])[CH:18]=[CH2:19].[CH2:22]([C:24]([CH2:29][OH:30])([CH2:27][OH:28])[CH2:25][CH3:26])[OH:23], predict the reaction product. The product is: [CH2:22]([C:24]([CH2:29][OH:30])([CH2:27][OH:28])[CH2:25][CH3:26])[OH:23].[C:7]([OH:11])(=[O:10])[CH:8]=[CH2:9].[C:12]([OH:16])(=[O:15])[CH:13]=[CH2:14].[C:17]([OH:21])(=[O:20])[CH:18]=[CH2:19].[CH2:22]([C:24]([CH2:29][OH:30])([CH2:27][OH:28])[CH2:25][CH3:26])[OH:23].[CH2:1]([NH2:6])[CH2:2][CH2:3][CH2:4][NH2:5]. (3) Given the reactants [H-].[Na+].[CH3:3][S@@:4]([C:7]1[CH:12]=[CH:11][CH:10]=[CH:9][CH:8]=1)(=[NH:6])=[O:5].Cl[C:14]1[N:19]=[CH:18][C:17]([C:20]#[N:21])=[CH:16][CH:15]=1, predict the reaction product. The product is: [CH3:3][S@@:4](=[N:6][C:14]1[N:19]=[CH:18][C:17]([C:20]#[N:21])=[CH:16][CH:15]=1)(=[O:5])[C:7]1[CH:12]=[CH:11][CH:10]=[CH:9][CH:8]=1. (4) Given the reactants [NH2:1][C:2]1[C:3]([CH:11]2[CH2:13][CH2:12]2)=[C:4]([CH:8]=[CH:9][CH:10]=1)[C:5]([OH:7])=[O:6].[CH:14](=O)/[CH:15]=[CH:16]/[CH3:17].[OH-].[Na+].C(Cl)Cl, predict the reaction product. The product is: [CH:11]1([C:3]2[C:4]([C:5]([OH:7])=[O:6])=[CH:8][CH:9]=[C:10]3[C:2]=2[N:1]=[C:16]([CH3:17])[CH:15]=[CH:14]3)[CH2:12][CH2:13]1. (5) Given the reactants CN(C)[CH2:3][C:4]#[C:5][C:6]1[CH:7]=[C:8]([C@@H:12]2[C@@H:16]([C:17]3[CH:22]=[CH:21][CH:20]=[C:19]([F:23])[CH:18]=3)[O:15][C:14](=[O:24])[NH:13]2)[CH:9]=[N:10][CH:11]=1.BrC1C=C([C@@H]2[C@@H:37](C3C=CC=C(F)C=3)[O:36][C:35](=O)N2)C=NC=1.C(C1COC1)#C, predict the reaction product. The product is: [F:23][C:19]1[CH:18]=[C:17]([C@H:16]2[O:15][C:14](=[O:24])[NH:13][C@@H:12]2[C:8]2[CH:9]=[N:10][CH:11]=[C:6]([C:5]#[C:4][CH:3]3[CH2:37][O:36][CH2:35]3)[CH:7]=2)[CH:22]=[CH:21][CH:20]=1. (6) Given the reactants [CH2:1]([O:3][C:4]([C:6]1[S:10][C:9]([CH2:11][CH2:12][CH2:13][CH2:14][N:15]2[CH:19]=[C:18]([C:20]([OH:22])=O)[N:17]=[N:16]2)=[N:8][N:7]=1)=[O:5])[CH3:2].[F:23][C:24]([F:34])([F:33])[C:25]1[CH:26]=[C:27]([CH2:31][NH2:32])[CH:28]=[CH:29][CH:30]=1.CN(C(ON1N=NC2C=CC=NC1=2)=[N+](C)C)C.F[P-](F)(F)(F)(F)F.CCN(C(C)C)C(C)C, predict the reaction product. The product is: [F:23][C:24]([F:33])([F:34])[C:25]1[CH:26]=[C:27]([CH:28]=[CH:29][CH:30]=1)[CH2:31][NH:32][C:20]([C:18]1[N:17]=[N:16][N:15]([CH2:14][CH2:13][CH2:12][CH2:11][C:9]2[S:10][C:6]([C:4]([O:3][CH2:1][CH3:2])=[O:5])=[N:7][N:8]=2)[CH:19]=1)=[O:22].